From a dataset of Forward reaction prediction with 1.9M reactions from USPTO patents (1976-2016). Predict the product of the given reaction. (1) Given the reactants Cl[C:2]1[C:3]([O:12][CH2:13][CH:14]2[CH:19]([CH3:20])[CH2:18][CH2:17][CH2:16][CH:15]2[CH3:21])=[CH:4][C:5]([F:11])=[C:6]([CH:10]=1)[C:7]([OH:9])=O.C(N1C=CN=C1)(N1C=CN=C1)=O.N12[CH2:44][CH2:43][CH2:42]N=C1CCCCC2.[CH:45]1([S:48]([NH2:51])(=[O:50])=[O:49])[CH2:47][CH2:46]1.Cl, predict the reaction product. The product is: [CH:43]1([C:2]2[C:3]([O:12][CH2:13][CH:14]3[CH:19]([CH3:20])[CH2:18][CH2:17][CH2:16][CH:15]3[CH3:21])=[CH:4][C:5]([F:11])=[C:6]([CH:10]=2)[C:7]([NH:51][S:48]([CH:45]2[CH2:47][CH2:46]2)(=[O:50])=[O:49])=[O:9])[CH2:44][CH2:42]1. (2) Given the reactants Br[C:2]1[CH:3]=[CH:4][C:5]2[C:6]3[N:15]([CH2:16][C@@H:17]4[CH2:21][O:20][C:19]([CH3:23])([CH3:22])[O:18]4)[C:14]([CH2:24][O:25][CH2:26][CH3:27])=[N:13][C:7]=3[C:8]([NH2:12])=[N:9][C:10]=2[CH:11]=1.[N:28]1[CH:33]=[CH:32][CH:31]=[C:30](B(O)O)[CH:29]=1, predict the reaction product. The product is: [CH3:22][C:19]1([CH3:23])[O:18][C@H:17]([CH2:16][N:15]2[C:6]3[C:5]4[CH:4]=[CH:3][C:2]([C:30]5[CH:29]=[N:28][CH:33]=[CH:32][CH:31]=5)=[CH:11][C:10]=4[N:9]=[C:8]([NH2:12])[C:7]=3[N:13]=[C:14]2[CH2:24][O:25][CH2:26][CH3:27])[CH2:21][O:20]1. (3) The product is: [CH3:1][O:2][C:3](=[O:4])[C:5]1[CH:10]=[C:9]([C:22]2[CH:23]=[CH:24][C:19]([Cl:18])=[CH:20][CH:21]=2)[CH:8]=[N:7][CH:6]=1. Given the reactants [CH3:1][O:2][C:3]([C:5]1[CH:6]=[N:7][CH:8]=[C:9](Br)[CH:10]=1)=[O:4].C(=O)([O-])[O-].[Cs+].[Cs+].[Cl:18][C:19]1[CH:24]=[CH:23][C:22](B(O)O)=[CH:21][CH:20]=1, predict the reaction product. (4) The product is: [N:12]1([C@H:13]2[CH2:18][CH2:17][C@H:16]([C:19]([O:21][CH2:22][C:23]3[CH:24]=[CH:25][CH:26]=[CH:27][CH:28]=3)=[O:20])[CH2:15][CH2:14]2)[CH:34]=[N:31][N:37]=[N:36]1. Given the reactants C(OCC)(OCC)OCC.Cl.[NH2:12][C@H:13]1[CH2:18][CH2:17][C@H:16]([C:19]([O:21][CH2:22][C:23]2[CH:28]=[CH:27][CH:26]=[CH:25][CH:24]=2)=[O:20])[CH2:15][CH2:14]1.C([N:31]([CH2:34]C)CC)C.[N-:36]=[N+:37]=[N-].[Na+], predict the reaction product.